From a dataset of Catalyst prediction with 721,799 reactions and 888 catalyst types from USPTO. Predict which catalyst facilitates the given reaction. (1) Reactant: CC1C=CC(S(O[CH2:12][CH2:13][C:14]2[CH:15]=[C:16]3[C:20](=[CH:21][CH:22]=2)[NH:19][CH:18]=[C:17]3[S:23]([C:26]2[CH:31]=[CH:30][CH:29]=[CH:28][CH:27]=2)(=[O:25])=[O:24])(=O)=O)=CC=1.[N-:32]=[N+:33]=[N-:34].[Na+]. Product: [N:32]([CH2:12][CH2:13][C:14]1[CH:15]=[C:16]2[C:20](=[CH:21][CH:22]=1)[NH:19][CH:18]=[C:17]2[S:23]([C:26]1[CH:31]=[CH:30][CH:29]=[CH:28][CH:27]=1)(=[O:25])=[O:24])=[N+:33]=[N-:34]. The catalyst class is: 3. (2) Reactant: C([O-])([O-])=O.[K+].[K+].Br[C:8]1[CH:15]=[CH:14][C:11]([C:12]#[N:13])=[CH:10][CH:9]=1.[F:16][C:17]1[CH:18]=[C:19]([OH:23])[CH:20]=[CH:21][CH:22]=1. Product: [F:16][C:17]1[CH:18]=[C:19]([CH:20]=[CH:21][CH:22]=1)[O:23][C:8]1[CH:15]=[CH:14][C:11]([C:12]#[N:13])=[CH:10][CH:9]=1. The catalyst class is: 3. (3) Reactant: [CH3:1][S:2]([C:5]1[CH:10]=[CH:9][CH:8]=[CH:7][C:6]=1[C:11]1[C:20]([CH:21](O)[CH3:22])=[CH:19][C:18]2[C:13](=[CH:14][CH:15]=[CH:16][N:17]=2)[N:12]=1)(=[O:4])=[O:3].[C:24]1(=[O:34])[NH:28][C:27](=[O:29])[C:26]2=[CH:30][CH:31]=[CH:32][CH:33]=[C:25]12.N(C(OC(C)C)=O)=NC(OC(C)C)=O.O. Product: [CH3:1][S:2]([C:5]1[CH:10]=[CH:9][CH:8]=[CH:7][C:6]=1[C:11]1[C:20]([CH:21]([N:28]2[C:24](=[O:34])[C:25]3[C:26](=[CH:30][CH:31]=[CH:32][CH:33]=3)[C:27]2=[O:29])[CH3:22])=[CH:19][C:18]2[C:13](=[CH:14][CH:15]=[CH:16][N:17]=2)[N:12]=1)(=[O:3])=[O:4]. The catalyst class is: 1. (4) Reactant: [N:1]1[CH:6]=[CH:5][CH:4]=[CH:3][C:2]=1[C:7]([C:9]1([C:13]2[CH:18]=[CH:17][C:16]([O:19][C:20]([F:23])([F:22])[F:21])=[CH:15][CH:14]=2)[CH2:12][CH2:11][CH2:10]1)=[O:8].C(N(CC)CC)C.C(O)=O. Product: [N:1]1[CH:6]=[CH:5][CH:4]=[CH:3][C:2]=1[C@H:7]([C:9]1([C:13]2[CH:14]=[CH:15][C:16]([O:19][C:20]([F:21])([F:22])[F:23])=[CH:17][CH:18]=2)[CH2:12][CH2:11][CH2:10]1)[OH:8]. The catalyst class is: 250.